Dataset: Full USPTO retrosynthesis dataset with 1.9M reactions from patents (1976-2016). Task: Predict the reactants needed to synthesize the given product. (1) Given the product [ClH:36].[N:37]12[CH2:42][CH2:41][CH:40]([CH2:43][CH2:44]1)[C@@H:39]([NH:45][C:46]([C:48]1[O:49][C:50]3[C:56]([C:2]4[CH:7]=[CH:6][CH:5]=[C:4]([N:8]5[CH2:12][CH2:11][CH2:10][CH2:9]5)[CH:3]=4)=[CH:55][CH:54]=[CH:53][C:51]=3[CH:52]=1)=[O:47])[CH2:38]2, predict the reactants needed to synthesize it. The reactants are: Br[C:2]1[CH:3]=[C:4]([N:8]2[CH2:12][CH2:11][CH2:10][CH2:9]2)[CH:5]=[CH:6][CH:7]=1.B1(B2OC(C)(C)C(C)(C)O2)OC(C)(C)C(C)(C)O1.C([O-])(=O)C.[K+].[ClH:36].[N:37]12[CH2:44][CH2:43][CH:40]([CH2:41][CH2:42]1)[C@@H:39]([NH:45][C:46]([C:48]1[O:49][C:50]3[C:56](Br)=[CH:55][CH:54]=[CH:53][C:51]=3[CH:52]=1)=[O:47])[CH2:38]2.C(=O)([O-])[O-].[Na+].[Na+]. (2) Given the product [Cl:1][C:2]1[CH:3]=[C:4]2[C:10]3([CH2:15][CH2:14][N:13]([C:16]([O:18][C:19]([CH3:22])([CH3:21])[CH3:20])=[O:17])[CH2:12][CH2:11]3)[CH2:9][N:8]([C:23]3[C:24]4[C@H:31]([CH3:32])[CH2:30][C@H:29]([F:40])[C:25]=4[N:26]=[CH:27][N:28]=3)[C:5]2=[CH:6][CH:7]=1, predict the reactants needed to synthesize it. The reactants are: [Cl:1][C:2]1[CH:3]=[C:4]2[C:10]3([CH2:15][CH2:14][N:13]([C:16]([O:18][C:19]([CH3:22])([CH3:21])[CH3:20])=[O:17])[CH2:12][CH2:11]3)[CH2:9][N:8]([C:23]3[C:24]4[C@H:31]([CH3:32])[CH2:30][C@@H:29](O)[C:25]=4[N:26]=[CH:27][N:28]=3)[C:5]2=[CH:6][CH:7]=1.CCN(S(F)(F)[F:40])CC. (3) The reactants are: [I:1][C:2]1[CH:13]=[CH:12][C:5]([C:6](N(OC)C)=[O:7])=[CH:4][CH:3]=1.[CH3:14][O:15][C:16]1[CH:24]=[CH:23][C:19]([CH2:20][Mg]Cl)=[CH:18][CH:17]=1. Given the product [I:1][C:2]1[CH:3]=[CH:4][C:5]([C:6](=[O:7])[CH2:20][C:19]2[CH:23]=[CH:24][C:16]([O:15][CH3:14])=[CH:17][CH:18]=2)=[CH:12][CH:13]=1, predict the reactants needed to synthesize it. (4) Given the product [CH3:1][C:2]1[S:3][CH:4]=[C:5]([NH:7][C:8]([C:10]2[C:15]([NH:16][C:19]3[CH:20]=[N:21][CH:22]=[CH:23][CH:24]=3)=[CH:14][CH:13]=[C:12]([CH3:17])[N:11]=2)=[O:9])[N:6]=1, predict the reactants needed to synthesize it. The reactants are: [CH3:1][C:2]1[S:3][CH:4]=[C:5]([NH:7][C:8]([C:10]2[C:15]([NH2:16])=[CH:14][CH:13]=[C:12]([CH3:17])[N:11]=2)=[O:9])[N:6]=1.Br[C:19]1[CH:20]=[N:21][CH:22]=[CH:23][CH:24]=1. (5) Given the product [NH2:1][C:2]1[C:3]2[S:10][CH:9]=[C:8]([C:11]([NH:13][C:14]3[CH:15]=[C:16]([C:17](=[O:18])[NH:33][C:32]4[CH:34]=[C:35]([C:37]([F:38])([F:39])[F:40])[CH:36]=[C:30]([N:28]5[CH:29]=[C:25]([CH3:24])[N:26]=[CH:27]5)[CH:31]=4)[CH:20]=[CH:21][C:22]=3[CH3:23])=[O:12])[C:4]=2[N:5]=[CH:6][N:7]=1, predict the reactants needed to synthesize it. The reactants are: [NH2:1][C:2]1[C:3]2[S:10][CH:9]=[C:8]([C:11]([NH:13][C:14]3[CH:15]=[C:16]([CH:20]=[CH:21][C:22]=3[CH3:23])[C:17](O)=[O:18])=[O:12])[C:4]=2[N:5]=[CH:6][N:7]=1.[CH3:24][C:25]1[N:26]=[CH:27][N:28]([C:30]2[CH:31]=[C:32]([CH:34]=[C:35]([C:37]([F:40])([F:39])[F:38])[CH:36]=2)[NH2:33])[CH:29]=1.